From a dataset of Forward reaction prediction with 1.9M reactions from USPTO patents (1976-2016). Predict the product of the given reaction. (1) Given the reactants [NH:1]([C:8]([NH:10][C:11]1[CH:31]=[CH:30][C:14]2[N:15]([C@@H:18]([C:24]3[CH:29]=[CH:28][CH:27]=[CH:26][CH:25]=3)[CH2:19][C:20]([O:22]C)=[O:21])[CH:16]=[N:17][C:13]=2[CH:12]=1)=[O:9])[C:2]1[CH:7]=[CH:6][CH:5]=[CH:4][CH:3]=1.C(#N)C.Cl, predict the reaction product. The product is: [NH:1]([C:8]([NH:10][C:11]1[CH:31]=[CH:30][C:14]2[N:15]([C@@H:18]([C:24]3[CH:25]=[CH:26][CH:27]=[CH:28][CH:29]=3)[CH2:19][C:20]([OH:22])=[O:21])[CH:16]=[N:17][C:13]=2[CH:12]=1)=[O:9])[C:2]1[CH:3]=[CH:4][CH:5]=[CH:6][CH:7]=1. (2) Given the reactants C([O:3][C:4](=O)[CH2:5][C:6]1([NH2:10])[CH2:9][O:8][CH2:7]1)C.[CH3:12][NH2:13].O, predict the reaction product. The product is: [NH2:10][C:6]1([CH2:5][C:4]([NH:13][CH3:12])=[O:3])[CH2:9][O:8][CH2:7]1. (3) Given the reactants [NH2:1][C:2]1[CH:3]=[CH:4][C:5]([N:10]2[CH2:15][CH2:14][CH:13]([CH:16]([C:23]3[CH:28]=[CH:27][CH:26]=[CH:25][CH:24]=3)[C:17]3[CH:22]=[CH:21][CH:20]=[CH:19][CH:18]=3)[CH2:12][CH2:11]2)=[C:6]([CH:9]=1)[C:7]#[N:8].[CH2:29]([CH:31]([CH2:35][CH3:36])[C:32](Cl)=[O:33])[CH3:30], predict the reaction product. The product is: [CH:16]([CH:13]1[CH2:12][CH2:11][N:10]([C:5]2[CH:4]=[CH:3][C:2]([NH:1][C:32](=[O:33])[CH:31]([CH2:35][CH3:36])[CH2:29][CH3:30])=[CH:9][C:6]=2[C:7]#[N:8])[CH2:15][CH2:14]1)([C:17]1[CH:18]=[CH:19][CH:20]=[CH:21][CH:22]=1)[C:23]1[CH:24]=[CH:25][CH:26]=[CH:27][CH:28]=1.